From a dataset of Full USPTO retrosynthesis dataset with 1.9M reactions from patents (1976-2016). Predict the reactants needed to synthesize the given product. (1) Given the product [Br:1][C:2]1[CH:7]=[C:6]([C:8]2[C:9]([C:15]3[CH:20]=[CH:19][CH:18]=[CH:17][CH:16]=3)=[N:10][O:11][C:12]=2[CH2:13][N:21]2[CH2:26][CH2:25][O:24][CH2:23][CH2:22]2)[CH:5]=[CH:4][N:3]=1, predict the reactants needed to synthesize it. The reactants are: [Br:1][C:2]1[CH:7]=[C:6]([C:8]2[C:9]([C:15]3[CH:20]=[CH:19][CH:18]=[CH:17][CH:16]=3)=[N:10][O:11][C:12]=2[CH2:13]Br)[CH:5]=[CH:4][N:3]=1.[NH:21]1[CH2:26][CH2:25][O:24][CH2:23][CH2:22]1.C([O-])([O-])=O.[K+].[K+]. (2) Given the product [F:1][C:2]1[CH:3]=[C:4]([NH:5][C:24]([C:21]2[O:22][C:23]3[C:15]([O:14][CH3:13])=[CH:16][CH:17]=[CH:18][C:19]=3[CH:20]=2)=[O:25])[CH:6]=[CH:7][CH:8]=1, predict the reactants needed to synthesize it. The reactants are: [F:1][C:2]1[CH:3]=[C:4]([CH:6]=[CH:7][CH:8]=1)[NH2:5].[H-].[Na+].[H][H].[CH3:13][O:14][C:15]1[C:23]2[O:22][C:21]([C:24](Cl)=[O:25])=[CH:20][C:19]=2[CH:18]=[CH:17][CH:16]=1.Cl.